The task is: Predict the reactants needed to synthesize the given product.. This data is from Full USPTO retrosynthesis dataset with 1.9M reactions from patents (1976-2016). Given the product [OH:9][C:10]1[C:17]([OH:18])=[C:16]([OH:19])[C:15]([CH2:7][N:1]2[CH2:6][CH2:5][O:4][CH2:3][CH2:2]2)=[CH:14][C:11]=1[CH:12]=[O:13], predict the reactants needed to synthesize it. The reactants are: [NH:1]1[CH2:6][CH2:5][O:4][CH2:3][CH2:2]1.[CH2:7]=O.[OH:9][C:10]1[C:17]([OH:18])=[C:16]([OH:19])[CH:15]=[CH:14][C:11]=1[CH:12]=[O:13].